Task: Regression. Given two drug SMILES strings and cell line genomic features, predict the synergy score measuring deviation from expected non-interaction effect.. Dataset: NCI-60 drug combinations with 297,098 pairs across 59 cell lines (1) Synergy scores: CSS=95.8, Synergy_ZIP=2.15, Synergy_Bliss=2.37, Synergy_Loewe=-1.85, Synergy_HSA=1.17. Drug 1: C1=NC2=C(N=C(N=C2N1C3C(C(C(O3)CO)O)O)F)N. Cell line: MOLT-4. Drug 2: B(C(CC(C)C)NC(=O)C(CC1=CC=CC=C1)NC(=O)C2=NC=CN=C2)(O)O. (2) Drug 1: C1CN1C2=NC(=NC(=N2)N3CC3)N4CC4. Drug 2: C1CCN(CC1)CCOC2=CC=C(C=C2)C(=O)C3=C(SC4=C3C=CC(=C4)O)C5=CC=C(C=C5)O. Cell line: NCI-H226. Synergy scores: CSS=2.57, Synergy_ZIP=-0.608, Synergy_Bliss=0.804, Synergy_Loewe=-0.629, Synergy_HSA=-0.318. (3) Drug 1: COC1=C(C=C2C(=C1)N=CN=C2NC3=CC(=C(C=C3)F)Cl)OCCCN4CCOCC4. Drug 2: C1CC(C1)(C(=O)O)C(=O)O.[NH2-].[NH2-].[Pt+2]. Cell line: RPMI-8226. Synergy scores: CSS=67.0, Synergy_ZIP=-0.332, Synergy_Bliss=-0.793, Synergy_Loewe=0.751, Synergy_HSA=1.94.